This data is from Full USPTO retrosynthesis dataset with 1.9M reactions from patents (1976-2016). The task is: Predict the reactants needed to synthesize the given product. (1) Given the product [CH2:1]([N:8]([CH2:9][CH2:10][CH2:11][OH:12])[C:22](=[O:23])[CH2:21][Cl:20])[C:2]1[CH:7]=[CH:6][CH:5]=[CH:4][CH:3]=1, predict the reactants needed to synthesize it. The reactants are: [CH2:1]([NH:8][CH2:9][CH2:10][CH2:11][OH:12])[C:2]1[CH:7]=[CH:6][CH:5]=[CH:4][CH:3]=1.C(N(CC)CC)C.[Cl:20][CH2:21][C:22](Cl)=[O:23]. (2) The reactants are: [C:1]([O:5][C:6]([N:8]1[CH2:17][CH2:16][N:15]2[C@H:10]([CH2:11][O:12][C:13]([C:18]3[CH:23]=[CH:22][C:21]([F:24])=[C:20]([C:25]#[N:26])[C:19]=3[CH3:27])=[CH:14]2)[CH2:9]1)=[O:7])([CH3:4])([CH3:3])[CH3:2]. Given the product [C:1]([O:5][C:6]([N:8]1[CH2:17][CH2:16][N:15]2[C@H:10]([CH2:11][O:12][C@@H:13]([C:18]3[CH:23]=[CH:22][C:21]([F:24])=[C:20]([C:25]#[N:26])[C:19]=3[CH3:27])[CH2:14]2)[CH2:9]1)=[O:7])([CH3:4])([CH3:3])[CH3:2], predict the reactants needed to synthesize it. (3) The reactants are: [F:1][C:2]1[CH:7]=[CH:6][C:5]([N:8]2[C:11](=[O:12])[C@H:10]([S:13][CH2:14][CH:15]([OH:24])[C:16]3[CH:21]=[CH:20][C:19]([S:22][CH3:23])=[CH:18][CH:17]=3)[C@H:9]2[C:25]2[CH:35]=[CH:34][C:28]([O:29][CH2:30][C:31]([OH:33])=O)=[CH:27][CH:26]=2)=[CH:4][CH:3]=1.CN1CCOCC1.CN(C(ON1N=NC2C=CC=CC1=2)=[N+](C)C)C.[B-](F)(F)(F)F.[NH2:65][CH2:66][C:67]([NH:69][C@@H:70]([C:75]([OH:77])=[O:76])[C:71]([CH3:74])([CH3:73])[CH3:72])=[O:68].[BH4-].[Na+]. Given the product [F:1][C:2]1[CH:7]=[CH:6][C:5]([N:8]2[C:11](=[O:12])[C@H:10]([S:13][CH2:14][CH:15]([OH:24])[C:16]3[CH:21]=[CH:20][C:19]([S:22][CH3:23])=[CH:18][CH:17]=3)[C@H:9]2[C:25]2[CH:35]=[CH:34][C:28]([O:29][CH2:30][C:31]([NH:65][CH2:66][C:67]([NH:69][C@@H:70]([C:75]([OH:77])=[O:76])[C:71]([CH3:72])([CH3:73])[CH3:74])=[O:68])=[O:33])=[CH:27][CH:26]=2)=[CH:4][CH:3]=1, predict the reactants needed to synthesize it. (4) Given the product [C:1]([O:4][C@@H:5]1[C:6]([CH3:28])=[CH:7][C@@H:8]2[C@:13]([OH:17])([C@H:12]([CH3:20])[CH2:11][CH2:10][C@H:9]2[C:21]2[N:22]=[C:23]([CH2:26][CH3:27])[S:24][CH:25]=2)[C@H:14]1[OH:15])(=[O:3])[CH3:2], predict the reactants needed to synthesize it. The reactants are: [C:1]([O:4][C@H:5]1[C@@H:14]2[O:15]C(C)(C)[O:17][C@@:13]32[C@H:8]([C@H:9]([C:21]2[N:22]=[C:23]([CH2:26][CH3:27])[S:24][CH:25]=2)[CH2:10][CH2:11][C@H:12]3[CH3:20])[CH:7]=[C:6]1[CH3:28])(=[O:3])[CH3:2]. (5) Given the product [S:30]1[C:34]([C:35]2[C:36]([O:45][CH3:46])=[CH:37][C:38]([O:43][CH3:44])=[C:39]([CH:40]=[CH:20][C:19]([C:5]3[CH:4]=[C:3]([O:2][CH3:1])[C:8]([O:9][Si:10]([C:13]([CH3:16])([CH3:14])[CH3:15])([CH3:11])[CH3:12])=[C:7]([O:17][CH3:18])[CH:6]=3)=[O:21])[CH:42]=2)=[CH:33][C:32]2[CH:47]=[CH:48][CH:49]=[CH:50][C:31]1=2, predict the reactants needed to synthesize it. The reactants are: [CH3:1][O:2][C:3]1[CH:4]=[C:5]([C:19](=[O:21])[CH3:20])[CH:6]=[C:7]([O:17][CH3:18])[C:8]=1[O:9][Si:10]([C:13]([CH3:16])([CH3:15])[CH3:14])([CH3:12])[CH3:11].C([N-]C(C)C)(C)C.[Li+].[S:30]1[C:34]([C:35]2[C:36]([O:45][CH3:46])=[CH:37][C:38]([O:43][CH3:44])=[C:39]([CH:42]=2)[CH:40]=O)=[CH:33][C:32]2[CH:47]=[CH:48][CH:49]=[CH:50][C:31]1=2. (6) Given the product [CH3:1][O:2][C:3]1[CH:4]=[C:5]([CH:23]=[CH:24][C:25]=1[O:26][CH3:27])[CH2:6][CH:7]1[C:16]2[C:11](=[C:12]([O:21][CH3:22])[C:13]([O:19][CH3:20])=[C:14]([O:17][CH3:18])[CH:15]=2)[CH2:10][CH2:9][N:8]1[CH2:29][C:30]([NH:33][C@H:34]1[C:42]2[C:37](=[CH:38][CH:39]=[CH:40][CH:41]=2)[CH2:36][C@H:35]1[OH:43])=[O:31], predict the reactants needed to synthesize it. The reactants are: [CH3:1][O:2][C:3]1[CH:4]=[C:5]([CH:23]=[CH:24][C:25]=1[O:26][CH3:27])[CH2:6][CH:7]1[C:16]2[C:11](=[C:12]([O:21][CH3:22])[C:13]([O:19][CH3:20])=[C:14]([O:17][CH3:18])[CH:15]=2)[CH2:10][CH2:9][NH:8]1.Br[CH2:29][C:30](Br)=[O:31].[NH2:33][C@H:34]1[C:42]2[C:37](=[CH:38][CH:39]=[CH:40][CH:41]=2)[CH2:36][C@H:35]1[OH:43].